From a dataset of Reaction yield outcomes from USPTO patents with 853,638 reactions. Predict the reaction yield, written as a fraction of the theoretical maximum amount of product (1.0 means a 100% yield; for example, 0.34 means a 34% yield). (1) The reactants are [C:1]([O:5][C:6]([N:8]1[CH:13]([C:14](O)=O)[C@@H:12]2[CH2:17][CH:9]1[CH2:10][CH2:11]2)=[O:7])([CH3:4])([CH3:3])[CH3:2].BrCC(C1[CH:35]=[CH:34][C:33]2[C:32]3[C:27](=[CH:28][C:29]([Br:36])=[CH:30][CH:31]=3)[CH2:26][CH2:25][C:24]=2[CH:23]=1)=O.C([N:40]([CH:43]([CH3:45])[CH3:44])CC)(C)C.C(#[N:48])C. The catalyst is C(OCC)(=O)C. The product is [Br:36][C:29]1[CH:28]=[C:27]2[C:32]([C:33]3[CH:34]=[CH:35][C:45]([C:43]4[NH:40][C:14]([C@@H:13]5[C@@H:12]6[CH2:17][C@@H:9]([CH2:10][CH2:11]6)[N:8]5[C:6]([O:5][C:1]([CH3:4])([CH3:3])[CH3:2])=[O:7])=[N:48][CH:44]=4)=[CH:23][C:24]=3[CH2:25][CH2:26]2)=[CH:31][CH:30]=1. The yield is 0.740. (2) The reactants are [CH3:1][C:2]1[N:7]([C:8]2[CH:13]=[CH:12][CH:11]=[C:10]([C:14]([F:17])([F:16])[F:15])[CH:9]=2)[C:6](=[O:18])[C:5]([C:19](O)=[O:20])=[CH:4][CH:3]=1.[I:22]N1C(=O)CCC1=O.O=S(Cl)Cl.CCN(C(C)C)C(C)C.[CH2:43]([NH2:46])[C:44]#[CH:45]. The catalyst is C(Cl)Cl.C(O)(C(F)(F)F)=O. The product is [CH2:43]([NH:46][C:19]([C:5]1[C:6](=[O:18])[N:7]([C:8]2[CH:13]=[CH:12][CH:11]=[C:10]([C:14]([F:15])([F:16])[F:17])[CH:9]=2)[C:2]([CH3:1])=[C:3]([I:22])[CH:4]=1)=[O:20])[C:44]#[CH:45]. The yield is 5.80. (3) The reactants are C[O:2][C:3](=[O:16])[C:4]1[CH:9]=[C:8]([N+:10]([O-:12])=[O:11])[C:7]([CH3:13])=[C:6]([O:14][CH3:15])[CH:5]=1.[OH-].[Li+].Cl. The catalyst is CO.O. The product is [CH3:15][O:14][C:6]1[CH:5]=[C:4]([CH:9]=[C:8]([N+:10]([O-:12])=[O:11])[C:7]=1[CH3:13])[C:3]([OH:16])=[O:2]. The yield is 0.860. (4) The reactants are [C:1]([C:3]1[CH:12]=[CH:11][C:10]([O:13][C:14]2[CH:19]=[CH:18][C:17]([B:20]3[O:24][C:23](C)(C)C(C)(C)[O:21]3)=[C:16](C=O)[CH:15]=2)=[CH:9][C:4]=1[C:5]([O:7][CH3:8])=[O:6])#[N:2].[BH4-].[Na+].Cl. The catalyst is CO. The product is [C:1]([C:3]1[CH:12]=[CH:11][C:10]([O:13][C:14]2[CH:19]=[CH:18][C:17]3[B:20]([OH:21])[O:24][CH2:23][C:16]=3[CH:15]=2)=[CH:9][C:4]=1[C:5]([O:7][CH3:8])=[O:6])#[N:2]. The yield is 0.620. (5) The reactants are [F-].C([N+](CCCC)(CCCC)CCCC)CCC.[CH2:19]([O:21][C:22]([C:24]1([C:37](C)(C)[O:38][SiH2]C(C)(C)C)[CH2:28][CH2:27][N:26]([CH2:29][C:30]([O:32][C:33]([CH3:36])([CH3:35])[CH3:34])=[O:31])[CH2:25]1)=[O:23])[CH3:20]. No catalyst specified. The product is [CH2:19]([O:21][C:22]([C:24]1([CH2:37][OH:38])[CH2:28][CH2:27][N:26]([CH2:29][C:30]([O:32][C:33]([CH3:35])([CH3:34])[CH3:36])=[O:31])[CH2:25]1)=[O:23])[CH3:20]. The yield is 0.680. (6) The reactants are [OH:1][CH:2]1[CH2:7][CH2:6][N:5]([C:8]2[N:13]=[N:12][C:11]([C:14]([OH:16])=O)=[CH:10][CH:9]=2)[CH2:4][CH2:3]1.[N:17]1[CH:18]=[CH:19][N:20]2[CH:25]=[CH:24][N:23]=[C:22]([N:26]3[CH2:30][CH2:29][C@H:28]([NH2:31])[CH2:27]3)[C:21]=12.C(N(CC)CC)C.CN(C(ON1N=NC2C=CC=NC1=2)=[N+](C)C)C.F[P-](F)(F)(F)(F)F. The catalyst is CS(C)=O. The product is [OH:1][CH:2]1[CH2:3][CH2:4][N:5]([C:8]2[N:13]=[N:12][C:11]([C:14]([NH:31][C@H:28]3[CH2:29][CH2:30][N:26]([C:22]4[C:21]5[N:20]([CH:19]=[CH:18][N:17]=5)[CH:25]=[CH:24][N:23]=4)[CH2:27]3)=[O:16])=[CH:10][CH:9]=2)[CH2:6][CH2:7]1. The yield is 0.660. (7) The reactants are [F:1][C:2]([F:36])([F:35])[C:3]1[CH:4]=[C:5]([C:13]([CH3:34])([CH3:33])[C:14]([N:16]([C:18]2[CH:19]=[N:20][C:21](Cl)=[CH:22][C:23]=2[C:24]2[CH:29]=[CH:28][C:27]([F:30])=[CH:26][C:25]=2[CH3:31])[CH3:17])=[O:15])[CH:6]=[C:7]([C:9]([F:12])([F:11])[F:10])[CH:8]=1.[CH3:37][C@@H:38]1[CH2:43][NH:42][CH2:41][CH2:40][NH:39]1.C(=O)([O-])[O-].[K+].[K+]. The catalyst is CS(C)=O.[OH-].[Na+]. The product is [F:1][C:2]([F:36])([F:35])[C:3]1[CH:4]=[C:5]([C:13]([CH3:34])([CH3:33])[C:14]([N:16]([C:18]2[CH:19]=[N:20][C:21]([N:42]3[CH2:41][CH2:40][NH:39][C@H:38]([CH3:37])[CH2:43]3)=[CH:22][C:23]=2[C:24]2[CH:29]=[CH:28][C:27]([F:30])=[CH:26][C:25]=2[CH3:31])[CH3:17])=[O:15])[CH:6]=[C:7]([C:9]([F:12])([F:11])[F:10])[CH:8]=1. The yield is 0.510.